This data is from NCI-60 drug combinations with 297,098 pairs across 59 cell lines. The task is: Regression. Given two drug SMILES strings and cell line genomic features, predict the synergy score measuring deviation from expected non-interaction effect. (1) Drug 1: CC12CCC3C(C1CCC2=O)CC(=C)C4=CC(=O)C=CC34C. Drug 2: C1=NC2=C(N1)C(=S)N=C(N2)N. Cell line: M14. Synergy scores: CSS=28.7, Synergy_ZIP=-4.34, Synergy_Bliss=-6.16, Synergy_Loewe=-3.87, Synergy_HSA=-2.19. (2) Drug 1: CC1CCCC2(C(O2)CC(NC(=O)CC(C(C(=O)C(C1O)C)(C)C)O)C(=CC3=CSC(=N3)C)C)C. Drug 2: N.N.Cl[Pt+2]Cl. Cell line: NCI-H522. Synergy scores: CSS=80.7, Synergy_ZIP=-2.87, Synergy_Bliss=-4.32, Synergy_Loewe=-2.12, Synergy_HSA=-0.197. (3) Drug 1: CC1=C(C=C(C=C1)NC2=NC=CC(=N2)N(C)C3=CC4=NN(C(=C4C=C3)C)C)S(=O)(=O)N.Cl. Drug 2: CC12CCC(CC1=CCC3C2CCC4(C3CC=C4C5=CN=CC=C5)C)O. Cell line: A549. Synergy scores: CSS=10.9, Synergy_ZIP=1.11, Synergy_Bliss=6.81, Synergy_Loewe=4.89, Synergy_HSA=5.80. (4) Drug 1: CS(=O)(=O)OCCCCOS(=O)(=O)C. Drug 2: C1CC(=O)NC(=O)C1N2C(=O)C3=CC=CC=C3C2=O. Cell line: HCT-15. Synergy scores: CSS=13.9, Synergy_ZIP=0.110, Synergy_Bliss=1.02, Synergy_Loewe=7.26, Synergy_HSA=3.25. (5) Drug 1: CC1C(C(CC(O1)OC2CC(CC3=C2C(=C4C(=C3O)C(=O)C5=C(C4=O)C(=CC=C5)OC)O)(C(=O)CO)O)N)O.Cl. Drug 2: C1=CC(=CC=C1CC(C(=O)O)N)N(CCCl)CCCl.Cl. Cell line: MOLT-4. Synergy scores: CSS=74.2, Synergy_ZIP=0.252, Synergy_Bliss=2.61, Synergy_Loewe=-0.292, Synergy_HSA=4.15. (6) Drug 1: CC1=CC2C(CCC3(C2CCC3(C(=O)C)OC(=O)C)C)C4(C1=CC(=O)CC4)C. Drug 2: C1=NC(=NC(=O)N1C2C(C(C(O2)CO)O)O)N. Cell line: DU-145. Synergy scores: CSS=-1.39, Synergy_ZIP=-0.0988, Synergy_Bliss=0.344, Synergy_Loewe=-13.2, Synergy_HSA=-4.39.